From a dataset of Full USPTO retrosynthesis dataset with 1.9M reactions from patents (1976-2016). Predict the reactants needed to synthesize the given product. (1) The reactants are: [CH3:1][C:2]1[NH:3][C:4]2[C:9]([CH:10]=1)=[CH:8][C:7]([NH2:11])=[CH:6][CH:5]=2.[N:12]1[CH:17]=[CH:16][CH:15]=[CH:14][C:13]=1[CH2:18][NH:19][C:20]([C:22]1[S:30][C:29]2[C:24](=[N:25][CH:26]=[CH:27][C:28]=2Cl)[CH:23]=1)=[O:21]. Given the product [N:12]1[CH:17]=[CH:16][CH:15]=[CH:14][C:13]=1[CH2:18][NH:19][C:20]([C:22]1[S:30][C:29]2[C:24](=[N:25][CH:26]=[CH:27][C:28]=2[NH:11][C:7]2[CH:8]=[C:9]3[C:4](=[CH:5][CH:6]=2)[NH:3][C:2]([CH3:1])=[CH:10]3)[CH:23]=1)=[O:21], predict the reactants needed to synthesize it. (2) Given the product [CH:6]([O:8][NH2:12])=[O:7].[CH3:1][S:2]([O-:5])(=[O:4])=[O:3], predict the reactants needed to synthesize it. The reactants are: [CH3:1][S:2]([OH:5])(=[O:4])=[O:3].[CH:6]([OH:8])=[O:7].CC([N:12](C)C)=O. (3) The reactants are: [CH3:1][O:2][CH2:3][CH2:4][O:5][C:6]1[CH:7]=[CH:8][C:9]2[O:23][CH2:22][C:12]3([C:20]4[C:15](=[CH:16][CH:17]=[CH:18][CH:19]=4)[NH:14][C:13]3=[O:21])[C:10]=2[CH:11]=1.[NH:24]1[C:32]2[C:27](=CC=C[CH:31]=2)[C:26]2(COC3C=C4C(=[CH:43][C:33]2=3)CCO4)C1=O.Br.BrCC1C=CC=CN=1.ClCC1C=NC(OC)=NC=1. Given the product [CH3:1][O:2][CH2:3][CH2:4][O:5][C:6]1[CH:7]=[CH:8][C:9]2[O:23][CH2:22][C:12]3([C:20]4[C:15](=[CH:16][CH:17]=[CH:18][CH:19]=4)[N:14]([CH2:31][C:32]4[CH:27]=[CH:26][CH:33]=[CH:43][N:24]=4)[C:13]3=[O:21])[C:10]=2[CH:11]=1, predict the reactants needed to synthesize it. (4) Given the product [CH3:22][O:21][C:14]1[CH:15]=[C:16]([O:19][CH3:20])[CH:17]=[CH:18][C:13]=1[CH2:12][N:9]1[C:10]2[CH:11]=[C:2]([C:34]3[C:39]([CH3:40])=[CH:38][CH:37]=[CH:36][C:35]=3[CH3:47])[CH:3]=[CH:4][C:5]=2[C:6]2[N:26]([CH:27]3[CH2:28][CH2:29][O:30][CH2:31][CH2:32]3)[N:25]=[CH:24][C:7]=2[C:8]1=[O:23], predict the reactants needed to synthesize it. The reactants are: Cl[C:2]1[CH:3]=[CH:4][C:5]2[C:6]3[N:26]([CH:27]4[CH2:32][CH2:31][O:30][CH2:29][CH2:28]4)[N:25]=[CH:24][C:7]=3[C:8](=[O:23])[N:9]([CH2:12][C:13]3[CH:18]=[CH:17][C:16]([O:19][CH3:20])=[CH:15][C:14]=3[O:21][CH3:22])[C:10]=2[CH:11]=1.Br[C:34]1[C:39]([CH3:40])=[CH:38][C:37](C2CCOCC=2)=[CH:36][C:35]=1[CH3:47].CC1C=CC=C(C)C=1B(O)O.C(=O)([O-])[O-].[K+].[K+].